From a dataset of Tyrosyl-DNA phosphodiesterase HTS with 341,365 compounds. Binary Classification. Given a drug SMILES string, predict its activity (active/inactive) in a high-throughput screening assay against a specified biological target. The drug is S(c1nc(=O)n(c2CCCCc12)CCN(CC)CC)CC(=O)Nc1ccc(C(C)C)cc1. The result is 0 (inactive).